Regression. Given a peptide amino acid sequence and an MHC pseudo amino acid sequence, predict their binding affinity value. This is MHC class I binding data. From a dataset of Peptide-MHC class I binding affinity with 185,985 pairs from IEDB/IMGT. (1) The MHC is HLA-A02:01 with pseudo-sequence HLA-A02:01. The binding affinity (normalized) is 0.470. The peptide sequence is FLGFLATAG. (2) The MHC is HLA-B40:01 with pseudo-sequence HLA-B40:01. The peptide sequence is EVFEIIRSY. The binding affinity (normalized) is 0.0847.